From a dataset of Catalyst prediction with 721,799 reactions and 888 catalyst types from USPTO. Predict which catalyst facilitates the given reaction. (1) Reactant: C(NC(C1C=CC([O:12][C:13]2[C:18]([F:19])=[CH:17][C:16]([CH2:20][C:21]([O:23]C)=[O:22])=[C:15]([F:25])[CH:14]=2)=C([N+]([O-])=O)C=1)=O)(C)(C)C.C(NC(=O)C1C=CC(Cl)=C([N+]([O-])=O)C=1)(C)(C)C.C([O-])([O-])=O.[Cs+].[Cs+].C(O)(=O)CC(CC(O)=O)(C(O)=O)O. Product: [F:25][C:15]1[CH:14]=[C:13]([OH:12])[C:18]([F:19])=[CH:17][C:16]=1[CH2:20][C:21]([OH:23])=[O:22]. The catalyst class is: 148. (2) Reactant: [Cl:1][C:2]1[CH:7]=[CH:6][C:5]([Mg]Cl)=[CH:4][CH:3]=1.[CH3:10][N:11]([CH3:24])[C:12]1(C#N)[CH2:21][CH2:20][C:15]2([O:19][CH2:18][CH2:17][O:16]2)[CH2:14][CH2:13]1.[Cl-].[NH4+]. Product: [Cl:1][C:2]1[CH:7]=[CH:6][C:5]([CH:18]2[CH2:17][O:16][C:15]3([CH2:20][CH2:21][CH:12]([N:11]([CH3:24])[CH3:10])[CH2:13][CH2:14]3)[O:19]2)=[CH:4][CH:3]=1. The catalyst class is: 27. (3) Reactant: [CH2:1]([C:3]([C:21]1[CH:26]=[CH:25][C:24]([O:27][C:28](=[O:33])[C:29]([CH3:32])([CH3:31])[CH3:30])=[C:23]([CH3:34])[CH:22]=1)([C:6]1[CH:11]=[CH:10][C:9](OS(C(F)(F)F)(=O)=O)=[C:8]([CH3:20])[CH:7]=1)[CH2:4][CH3:5])[CH3:2].[CH2:35]([O:37][C:38](=[O:42])/[CH:39]=[CH:40]/[CH3:41])[CH3:36].C([O-])(O)=O.[Na+].C1C=CC(P(C2C=CC=CC=2)CCCP(C2C=CC=CC=2)C2C=CC=CC=2)=CC=1.[Li+].[Br-].[NH4+].[Cl-]. Product: [CH2:35]([O:37][C:38](=[O:42])/[CH:39]=[C:40](/[C:9]1[CH:10]=[CH:11][C:6]([C:3]([C:21]2[CH:26]=[CH:25][C:24]([O:27][C:28](=[O:33])[C:29]([CH3:31])([CH3:30])[CH3:32])=[C:23]([CH3:34])[CH:22]=2)([CH2:4][CH3:5])[CH2:1][CH3:2])=[CH:7][C:8]=1[CH3:20])\[CH3:41])[CH3:36]. The catalyst class is: 3. (4) Reactant: CC(C)([O-:4])C.[K+].[CH2:7]([O:11][C:12]1[CH:17]=[CH:16][C:15]([OH:18])=[CH:14][CH:13]=1)[C:8]#[C:9][CH3:10].[CH2:19]1[CH2:23][O:22]C[CH2:20]1. Product: [CH2:7]([O:11][C:12]1[CH:13]=[CH:14][C:15]([O:18][CH2:20][CH2:19][C:23]([OH:22])=[O:4])=[CH:16][CH:17]=1)[C:8]#[C:9][CH3:10]. The catalyst class is: 118. (5) Reactant: I[C:2]1[C:10]2[C:5](=[CH:6][CH:7]=[C:8]([NH:11][S:12]([C:15]3[CH:20]=[CH:19][CH:18]=[CH:17][C:16]=3[S:21]([CH3:24])(=[O:23])=[O:22])(=[O:14])=[O:13])[CH:9]=2)[N:4](C(OC(C)(C)C)=O)[N:3]=1.C(OC([N:39]1[CH:43]=[CH:42][CH:41]=[C:40]1B(O)O)=O)(C)(C)C.C(=O)([O-])O.[Na+]. Product: [CH3:24][S:21]([C:16]1[CH:17]=[CH:18][CH:19]=[CH:20][C:15]=1[S:12]([NH:11][C:8]1[CH:9]=[C:10]2[C:5](=[CH:6][CH:7]=1)[NH:4][N:3]=[C:2]2[C:40]1[NH:39][CH:43]=[CH:42][CH:41]=1)(=[O:14])=[O:13])(=[O:23])=[O:22]. The catalyst class is: 9. (6) Reactant: [N:1]1([C:7]2[N:8]=[C:9]([CH2:14][C:15]([O-:17])=O)[NH:10][C:11](=[O:13])[CH:12]=2)[CH2:6][CH2:5][O:4][CH2:3][CH2:2]1.[Na+].[NH2:19][C:20]1[CH:25]=[CH:24][CH:23]=[C:22]([F:26])[C:21]=1[OH:27].Cl.CN(C)CCCN=C=NCC. Product: [F:26][C:22]1[C:21]([OH:27])=[C:20]([NH:19][C:15](=[O:17])[CH2:14][C:9]2[NH:10][C:11](=[O:13])[CH:12]=[C:7]([N:1]3[CH2:2][CH2:3][O:4][CH2:5][CH2:6]3)[N:8]=2)[CH:25]=[CH:24][CH:23]=1. The catalyst class is: 672. (7) Reactant: [Cl:1][C:2]1[CH:7]=[CH:6][C:5]([S:8][C:9]2[O:13][C:12]([CH:14]3[CH2:19][CH2:18][O:17][CH2:16][CH2:15]3)=[N:11][CH:10]=2)=[CH:4][CH:3]=1.C1C(=O)N([Br:27])C(=O)C1. Product: [Br:27][C:10]1[N:11]=[C:12]([CH:14]2[CH2:19][CH2:18][O:17][CH2:16][CH2:15]2)[O:13][C:9]=1[S:8][C:5]1[CH:4]=[CH:3][C:2]([Cl:1])=[CH:7][CH:6]=1. The catalyst class is: 2. (8) Reactant: [N+:1]([C:4]1[CH:9]=[CH:8][CH:7]=[CH:6][C:5]=1[CH:10]1[CH:14]=[CH:13][CH2:12][O:11]1)([O-])=O.[N+](C1C=CC=CC=1C1CC=CO1)([O-])=O.CCN(CC)CC. Product: [O:11]1[CH2:12][CH2:13][CH2:14][CH:10]1[C:5]1[CH:6]=[CH:7][CH:8]=[CH:9][C:4]=1[NH2:1]. The catalyst class is: 43. (9) Reactant: [N:1]1([C:7]2[CH:12]=[CH:11][C:10]([OH:13])=[CH:9][CH:8]=2)[CH2:6][CH2:5][NH:4][CH2:3][CH2:2]1.Br[CH2:15][C:16]1[CH:21]=[CH:20][CH:19]=[CH:18][CH:17]=1.O.C([O-])(O)=O.[Na+]. Product: [CH2:15]([N:4]1[CH2:3][CH2:2][N:1]([C:7]2[CH:8]=[CH:9][C:10]([OH:13])=[CH:11][CH:12]=2)[CH2:6][CH2:5]1)[C:16]1[CH:21]=[CH:20][CH:19]=[CH:18][CH:17]=1. The catalyst class is: 3.